Dataset: Full USPTO retrosynthesis dataset with 1.9M reactions from patents (1976-2016). Task: Predict the reactants needed to synthesize the given product. (1) Given the product [NH2:27][C:23]1[O:11][C:1]2[C:2]([CH:16]([C:15]3[CH:14]=[C:13]([F:12])[C:20]([F:21])=[C:19]([F:22])[CH:18]=3)[C:24]=1[C:25]#[N:26])=[CH:3][CH:4]=[C:5]1[CH:6]=[CH:7][CH:8]=[CH:9][C:10]=21, predict the reactants needed to synthesize it. The reactants are: [C:1]1([OH:11])[C:10]2[C:5](=[CH:6][CH:7]=[CH:8][CH:9]=2)[CH:4]=[CH:3][CH:2]=1.[F:12][C:13]1[CH:14]=[C:15]([CH:18]=[C:19]([F:22])[C:20]=1[F:21])[CH:16]=O.[C:23](#[N:27])[CH2:24][C:25]#[N:26].N1CCCCC1. (2) Given the product [CH3:34][N:2]([CH3:1])[C:3]([C:5]1[CH:6]=[C:7]([CH2:17][O:18][C:19]2[CH:24]=[CH:23][C:22]([CH2:25][CH2:26][C:27]([OH:29])=[O:28])=[C:21]([CH3:32])[C:20]=2[CH3:33])[C:8]2[O:12][C:11]([CH2:13][CH2:14][CH3:15])=[CH:10][C:9]=2[CH:16]=1)=[O:4], predict the reactants needed to synthesize it. The reactants are: [CH3:1][N:2]([CH3:34])[C:3]([C:5]1[CH:6]=[C:7]([CH2:17][O:18][C:19]2[CH:24]=[CH:23][C:22]([CH2:25][CH2:26][C:27]([O:29]CC)=[O:28])=[C:21]([CH3:32])[C:20]=2[CH3:33])[C:8]2[O:12][C:11]([CH2:13][CH2:14][CH3:15])=[CH:10][C:9]=2[CH:16]=1)=[O:4].[Li+].[OH-]. (3) Given the product [Br:1][C:2]1[C:11]2[C:10]([CH3:13])([CH3:12])[CH2:9][CH:8]=[C:7]([CH:14]([CH3:15])[CH3:16])[C:6]=2[CH:5]=[C:4](/[C:17](/[CH2:18][CH3:19])=[C:29](/[F:30])\[C:27]([O:26][CH2:25][CH3:24])=[O:28])[C:3]=1[O:21][CH2:22][CH3:23], predict the reactants needed to synthesize it. The reactants are: [Br:1][C:2]1[C:11]2[C:10]([CH3:13])([CH3:12])[CH2:9][CH:8]=[C:7]([CH:14]([CH3:16])[CH3:15])[C:6]=2[CH:5]=[C:4]([C:17](=O)[CH2:18][CH3:19])[C:3]=1[O:21][CH2:22][CH3:23].[CH3:24][CH2:25][O:26][C:27]([CH:29](P(OCC)(OCC)=O)[F:30])=[O:28].C([Li])CCC. (4) Given the product [CH2:1]1[C:9]2[C:4](=[N:5][CH:6]=[C:7]3[CH2:12][CH2:11][C:10](=[O:13])[C:8]3=2)[O:3][CH2:2]1, predict the reactants needed to synthesize it. The reactants are: [CH2:1]1[C:9]2[C:4](=[N:5][CH:6]=[C:7]3[CH2:12][CH2:11][CH:10]([OH:13])[C:8]3=2)[O:3][CH2:2]1.C[N+]1([O-])CCOCC1. (5) Given the product [NH2:9][C:8]1[CH:7]=[CH:6][C:5]([N:12]2[CH2:17][CH2:16][N:15]([CH2:18][CH2:19][OH:20])[CH2:14][CH2:13]2)=[CH:4][C:3]=1[O:2][CH3:1], predict the reactants needed to synthesize it. The reactants are: [CH3:1][O:2][C:3]1[CH:4]=[C:5]([N:12]2[CH2:17][CH2:16][N:15]([CH2:18][CH2:19][OH:20])[CH2:14][CH2:13]2)[CH:6]=[CH:7][C:8]=1[N+:9]([O-])=O.[H][H]. (6) Given the product [CH3:1][O:2][C:5]1[CH:10]=[CH:9][C:8]([Br:11])=[CH:7][N:6]=1, predict the reactants needed to synthesize it. The reactants are: [CH3:1][O-:2].[Na+].Br[C:5]1[CH:10]=[CH:9][C:8]([Br:11])=[CH:7][N:6]=1.Cl.